Predict the reaction yield, written as a fraction of the theoretical maximum amount of product (1.0 means a 100% yield; for example, 0.34 means a 34% yield). From a dataset of Reaction yield outcomes from USPTO patents with 853,638 reactions. (1) The reactants are [Cl:1][C:2]1[CH:3]=[C:4]([C:12]2[N:16]=[C:15]([C:17]3[CH:22]=[CH:21][C:20]([S:23]([NH:26][CH2:27][CH2:28][C:29]([O:31]C(C)(C)C)=[O:30])(=[O:25])=[O:24])=[CH:19][CH:18]=3)[O:14][N:13]=2)[CH:5]=[CH:6][C:7]=1[O:8][CH:9]([CH3:11])[CH3:10].C(O)(C(F)(F)F)=O. The catalyst is ClCCl. The product is [Cl:1][C:2]1[CH:3]=[C:4]([C:12]2[N:16]=[C:15]([C:17]3[CH:18]=[CH:19][C:20]([S:23]([NH:26][CH2:27][CH2:28][C:29]([OH:31])=[O:30])(=[O:25])=[O:24])=[CH:21][CH:22]=3)[O:14][N:13]=2)[CH:5]=[CH:6][C:7]=1[O:8][CH:9]([CH3:11])[CH3:10]. The yield is 0.700. (2) The reactants are CS(O[CH:6]1[CH2:10][CH2:9][N:8]([C:11]2[CH:16]=[CH:15][C:14]([Br:17])=[CH:13][N:12]=2)[CH2:7]1)(=O)=O.[CH3:18][NH:19][CH3:20].CCN(C(C)C)C(C)C. The catalyst is CO.O. The product is [Br:17][C:14]1[CH:15]=[CH:16][C:11]([N:8]2[CH2:9][CH2:10][CH:6]([N:19]([CH3:20])[CH3:18])[CH2:7]2)=[N:12][CH:13]=1. The yield is 0.210. (3) The reactants are Cl.[CH:2]([CH:15]1[C:20](=[O:21])[CH2:19][CH2:18][NH:17][CH2:16]1)([C:9]1[CH:14]=[CH:13][CH:12]=[CH:11][CH:10]=1)[C:3]1[CH:8]=[CH:7][CH:6]=[CH:5][CH:4]=1.[C:22]([N:30]=[C:31]=[S:32])(=[O:29])[C:23]1[CH:28]=[CH:27][CH:26]=[CH:25][CH:24]=1.C(N(CC)CC)C. The catalyst is ClCCl. The product is [CH:2]([CH:15]1[C:20](=[O:21])[CH2:19][CH2:18][N:17]([C:31]([NH:30][C:22](=[O:29])[C:23]2[CH:24]=[CH:25][CH:26]=[CH:27][CH:28]=2)=[S:32])[CH2:16]1)([C:9]1[CH:14]=[CH:13][CH:12]=[CH:11][CH:10]=1)[C:3]1[CH:4]=[CH:5][CH:6]=[CH:7][CH:8]=1. The yield is 0.930. (4) The reactants are [CH3:1][O:2][C:3]1[CH:4]=[CH:5][C:6]([NH:11][C:12]2[C:13]3[N:14]([CH:39]=[CH:40][N:41]=3)[N:15]=[C:16]([C:18]3[CH:19]=[C:20]([CH:36]=[CH:37][CH:38]=3)[C:21]([NH:23][C:24]3[CH:33]=[CH:32][C:27]([C:28]([O:30]C)=[O:29])=[C:26]([O:34][CH3:35])[CH:25]=3)=[O:22])[CH:17]=2)=[N:7][C:8]=1[O:9][CH3:10].[OH-].[Na+]. The catalyst is O1CCOCC1.O. The product is [CH3:1][O:2][C:3]1[CH:4]=[CH:5][C:6]([NH:11][C:12]2[C:13]3[N:14]([CH:39]=[CH:40][N:41]=3)[N:15]=[C:16]([C:18]3[CH:19]=[C:20]([CH:36]=[CH:37][CH:38]=3)[C:21]([NH:23][C:24]3[CH:33]=[CH:32][C:27]([C:28]([OH:30])=[O:29])=[C:26]([O:34][CH3:35])[CH:25]=3)=[O:22])[CH:17]=2)=[N:7][C:8]=1[O:9][CH3:10]. The yield is 0.250. (5) The reactants are Cl[C:2]1[C:11]([N+:12]([O-:14])=[O:13])=[CH:10][C:5]([C:6]([O:8][CH3:9])=[O:7])=[CH:4][N:3]=1.[NH:15]1[CH2:20][CH2:19][CH2:18][CH2:17][C@H:16]1[C:21]([O:23][CH3:24])=[O:22]. The catalyst is C(OCC)(=O)C. The product is [CH3:24][O:23][C:21]([C@@H:16]1[CH2:17][CH2:18][CH2:19][CH2:20][N:15]1[C:2]1[C:11]([N+:12]([O-:14])=[O:13])=[CH:10][C:5]([C:6]([O:8][CH3:9])=[O:7])=[CH:4][N:3]=1)=[O:22]. The yield is 0.980. (6) The reactants are [CH:1]1([C:6]2[N:11]=[C:10]([CH2:12][C:13]3[CH:18]=[CH:17][C:16]([CH2:19][C:20](OC)=[O:21])=[CH:15][CH:14]=3)[CH:9]=[C:8]([C:24]([F:27])([F:26])[F:25])[N:7]=2)[CH2:5][CH2:4][CH2:3][CH2:2]1.CC(C[AlH]CC(C)C)C. No catalyst specified. The product is [CH:1]1([C:6]2[N:11]=[C:10]([CH2:12][C:13]3[CH:18]=[CH:17][C:16]([CH2:19][CH2:20][OH:21])=[CH:15][CH:14]=3)[CH:9]=[C:8]([C:24]([F:26])([F:27])[F:25])[N:7]=2)[CH2:2][CH2:3][CH2:4][CH2:5]1. The yield is 0.830. (7) The reactants are [C:8](O[C:8]([C:10]([F:13])([F:12])[F:11])=[O:9])([C:10]([F:13])([F:12])[F:11])=[O:9].[C:14]1([C@@H:20]([NH2:23])[CH2:21]C)[CH:19]=[CH:18][CH:17]=[CH:16][CH:15]=1.S(O)(C)(=O)=O.CC1(C)N([Br:37])C(=O)N(Br)C1=O. The catalyst is C(Cl)Cl. The product is [Br:37][C:17]1[CH:18]=[CH:19][C:14]([C@H:20]([NH:23][C:8](=[O:9])[C:10]([F:11])([F:12])[F:13])[CH3:21])=[CH:15][CH:16]=1. The yield is 0.440. (8) The reactants are [CH3:1][C:2]1[N:3]([S:9]([C:12]2[CH:13]=[N:14][CH:15]=[CH:16][CH:17]=2)(=[O:11])=[O:10])[CH:4]=[CH:5][C:6]=1[CH:7]=[O:8].[Br:18]N1C(=O)CCC1=O.O. The catalyst is CN(C)C=O. The product is [Br:18][C:4]1[N:3]([S:9]([C:12]2[CH:13]=[N:14][CH:15]=[CH:16][CH:17]=2)(=[O:10])=[O:11])[C:2]([CH3:1])=[C:6]([CH:7]=[O:8])[CH:5]=1. The yield is 0.530.